From a dataset of Catalyst prediction with 721,799 reactions and 888 catalyst types from USPTO. Predict which catalyst facilitates the given reaction. (1) Reactant: [NH2:1][CH2:2][C@H:3]1[CH2:7][N:6]([CH2:8][CH2:9][C:10]2[C:19]3[C:14](=[CH:15][CH:16]=[C:17]([O:20][CH3:21])[N:18]=3)[N:13]=[CH:12][CH:11]=2)[CH2:5][C@H:4]1[OH:22].[O:23]1[C:32]2[CH:31]=[C:30]([CH:33]=O)[N:29]=[CH:28][C:27]=2[O:26][CH2:25][CH2:24]1.[BH-](OC(C)=O)(OC(C)=O)OC(C)=O.[Na+]. Product: [O:23]1[C:32]2[CH:31]=[C:30]([CH2:33][NH:1][CH2:2][C@H:3]3[CH2:7][N:6]([CH2:8][CH2:9][C:10]4[C:19]5[C:14](=[CH:15][CH:16]=[C:17]([O:20][CH3:21])[N:18]=5)[N:13]=[CH:12][CH:11]=4)[CH2:5][C@H:4]3[OH:22])[N:29]=[CH:28][C:27]=2[O:26][CH2:25][CH2:24]1. The catalyst class is: 497. (2) Reactant: [CH2:1]([N:3]([CH2:22][CH3:23])[C:4](=[O:21])[C:5]([C:19]#[N:20])=[CH:6][C:7]1[CH:12]=[C:11]([N+:13]([O-:15])=[O:14])[C:10]([OH:16])=[C:9]([O:17]C)[CH:8]=1)[CH3:2].C(N(CC)CC)C.[Cl-].[Cl-].[Cl-].[Al+3].Cl. The catalyst class is: 4. Product: [CH2:22]([N:3]([CH2:1][CH3:2])[C:4](=[O:21])[C:5]([C:19]#[N:20])=[CH:6][C:7]1[CH:12]=[C:11]([N+:13]([O-:15])=[O:14])[C:10]([OH:16])=[C:9]([OH:17])[CH:8]=1)[CH3:23]. (3) Reactant: [CH3:1][N:2]([CH3:32])[C:3]1([C:26]2[CH:31]=[CH:30][CH:29]=[CH:28][CH:27]=2)[CH2:8][CH2:7][CH:6]([CH2:9][C:10]([NH:12][CH2:13][CH2:14][CH2:15][CH2:16][C:17]2[C:25]3[C:20](=[CH:21][CH:22]=[CH:23][CH:24]=3)[NH:19][CH:18]=2)=[O:11])[CH2:5][CH2:4]1.[Cl:33][Si](C)(C)C. Product: [ClH:33].[CH3:32][N:2]([CH3:1])[C:3]1([C:26]2[CH:27]=[CH:28][CH:29]=[CH:30][CH:31]=2)[CH2:4][CH2:5][CH:6]([CH2:9][C:10]([NH:12][CH2:13][CH2:14][CH2:15][CH2:16][C:17]2[C:25]3[C:20](=[CH:21][CH:22]=[CH:23][CH:24]=3)[NH:19][CH:18]=2)=[O:11])[CH2:7][CH2:8]1. The catalyst class is: 573. (4) Reactant: [C:1]([N-:8][S:9]([CH:12]1[CH2:14][CH2:13]1)(=[O:11])=[O:10])([O:3][C:4]([CH3:7])([CH3:6])[CH3:5])=[O:2].[Li]CC[CH2:18][CH3:19].BrCO[C:23]1[CH:28]=[CH:27][CH:26]=[CH:25][C:24]=1[CH3:29].[OH2:30]. Product: [C:1]([NH:8][S:9]([C:12]1([CH2:18][CH3:19])[CH2:14][CH:13]1[O:30][CH2:29][C:24]1[CH:23]=[CH:28][CH:27]=[CH:26][CH:25]=1)(=[O:10])=[O:11])([O:3][C:4]([CH3:7])([CH3:6])[CH3:5])=[O:2]. The catalyst class is: 49. (5) Reactant: [OH:1][C:2]1[CH:9]=[CH:8][C:5]([CH:6]=[O:7])=[CH:4][C:3]=1[C:10]([F:13])([F:12])[F:11].[CH2:14](Br)[C:15]1[CH:20]=[CH:19][CH:18]=[CH:17][CH:16]=1.C(=O)([O-])[O-].[K+].[K+].O. Product: [CH2:14]([O:1][C:2]1[CH:9]=[CH:8][C:5]([CH:6]=[O:7])=[CH:4][C:3]=1[C:10]([F:11])([F:12])[F:13])[C:15]1[CH:20]=[CH:19][CH:18]=[CH:17][CH:16]=1. The catalyst class is: 9. (6) Reactant: Br[CH2:2][CH2:3][CH2:4][CH2:5][C:6](Cl)=[O:7].[N:9]1[CH:14]=[CH:13][C:12]([C:15]2[NH:19][N:18]=[C:17]([NH2:20])[CH:16]=2)=[CH:11][CH:10]=1.C(N(C(C)C)CC)(C)C.[NH:30]1[CH2:36][CH2:35][CH2:34][CH2:33][CH2:32][CH2:31]1.[Na+].[I-]. Product: [N:9]1[CH:10]=[CH:11][C:12]([C:15]2[NH:19][N:18]=[C:17]([NH:20][C:6](=[O:7])[CH2:5][CH2:4][CH2:3][CH2:2][N:30]3[CH2:36][CH2:35][CH2:34][CH2:33][CH2:32][CH2:31]3)[CH:16]=2)=[CH:13][CH:14]=1. The catalyst class is: 44. (7) Reactant: B(Cl)(Cl)Cl.C([O:12][N:13]1[C:19](=[O:20])[N:18]2[CH2:21][C@H:14]1[CH2:15][CH2:16][C@H:17]2[C:22]1[O:26][N:25]=[C:24]([CH3:27])[N:23]=1)C1C=CC=CC=1. Product: [OH:12][N:13]1[C:19](=[O:20])[N:18]2[CH2:21][C@H:14]1[CH2:15][CH2:16][C@H:17]2[C:22]1[O:26][N:25]=[C:24]([CH3:27])[N:23]=1. The catalyst class is: 2.